This data is from Peptide-MHC class I binding affinity with 185,985 pairs from IEDB/IMGT. The task is: Regression. Given a peptide amino acid sequence and an MHC pseudo amino acid sequence, predict their binding affinity value. This is MHC class I binding data. (1) The binding affinity (normalized) is 0.238. The MHC is H-2-Db with pseudo-sequence H-2-Db. The peptide sequence is SCMKMILLQM. (2) The peptide sequence is WTALMFAAY. The MHC is HLA-A02:01 with pseudo-sequence HLA-A02:01. The binding affinity (normalized) is 0.0847. (3) The binding affinity (normalized) is 0.366. The peptide sequence is YSIFLIFSI. The MHC is HLA-A32:01 with pseudo-sequence HLA-A32:01. (4) The peptide sequence is YLVKYQATV. The MHC is HLA-A02:05 with pseudo-sequence HLA-A02:05. The binding affinity (normalized) is 0.865. (5) The peptide sequence is FSDVSHWWQ. The MHC is HLA-A26:01 with pseudo-sequence HLA-A26:01. The binding affinity (normalized) is 0.0847. (6) The peptide sequence is LFVAAAYIV. The MHC is HLA-A02:01 with pseudo-sequence HLA-A02:01. The binding affinity (normalized) is 0.0847. (7) The peptide sequence is RDNRRGLRM. The MHC is HLA-B27:05 with pseudo-sequence HLA-B27:05. The binding affinity (normalized) is 0.292. (8) The peptide sequence is RHYKRWPFY. The MHC is HLA-B35:01 with pseudo-sequence HLA-B35:01. The binding affinity (normalized) is 0.0847. (9) The peptide sequence is TFIIFVLLA. The MHC is HLA-A01:01 with pseudo-sequence HLA-A01:01. The binding affinity (normalized) is 0. (10) The peptide sequence is QSFEEVSAR. The MHC is HLA-A31:01 with pseudo-sequence HLA-A31:01. The binding affinity (normalized) is 0.253.